The task is: Predict the reactants needed to synthesize the given product.. This data is from Full USPTO retrosynthesis dataset with 1.9M reactions from patents (1976-2016). (1) Given the product [CH:1]1([CH:7]([NH:18][C:19]2[CH:20]=[CH:21][C:22]([C:25]([N:27]([CH3:35])[CH2:28][CH2:29][C:30]([OH:32])=[O:31])=[O:26])=[CH:23][CH:24]=2)[C:8]2[S:16][C:15]3[C:10](=[N:11][CH:12]=[CH:13][CH:14]=3)[C:9]=2[CH3:17])[CH2:6][CH2:5][CH2:4][CH2:3][CH2:2]1, predict the reactants needed to synthesize it. The reactants are: [CH:1]1([CH:7]([NH:18][C:19]2[CH:24]=[CH:23][C:22]([C:25]([N:27]([CH3:35])[CH2:28][CH2:29][C:30]([O:32]CC)=[O:31])=[O:26])=[CH:21][CH:20]=2)[C:8]2[S:16][C:15]3[C:10](=[N:11][CH:12]=[CH:13][CH:14]=3)[C:9]=2[CH3:17])[CH2:6][CH2:5][CH2:4][CH2:3][CH2:2]1.O1CCCC1.[OH-].[Na+]. (2) Given the product [Cl:28][C:22]1[CH:21]=[C:20]([NH:19][C:17]2[N:16]=[C:15]([NH:29][CH:30]3[CH2:36][CH2:35][CH2:34][CH2:33][CH2:32][CH2:31]3)[N:14]=[C:13]([O:9][CH2:8][CH:6]3[CH:5]=[CH:4][CH:3]=[C:2]([CH3:1])[O:10]3)[N:18]=2)[CH:25]=[CH:24][C:23]=1[O:26][CH3:27], predict the reactants needed to synthesize it. The reactants are: [CH3:1][C:2]1N=[C:6]([CH2:8][OH:9])[CH:5]=[CH:4][CH:3]=1.[OH-:10].[Na+].Cl[C:13]1[N:18]=[C:17]([NH:19][C:20]2[CH:25]=[CH:24][C:23]([O:26][CH3:27])=[C:22]([Cl:28])[CH:21]=2)[N:16]=[C:15]([NH:29][CH:30]2[CH2:36][CH2:35][CH2:34][CH2:33][CH2:32][CH2:31]2)[N:14]=1. (3) Given the product [NH2:1][C:2]1[S:3][CH:19]([C:20]2[CH:25]=[CH:24][CH:23]=[CH:22][CH:21]=2)[C:16]([C:14]2[CH:13]=[CH:12][C:9]3[O:10][CH2:11][C:6](=[O:5])[NH:7][C:8]=3[N:15]=2)=[CH:17][N:4]=1, predict the reactants needed to synthesize it. The reactants are: [NH2:1][C:2]([NH2:4])=[S:3].[O:5]=[C:6]1[CH2:11][O:10][C:9]2[CH:12]=[CH:13][C:14]([C:16](=[CH:19][C:20]3[CH:25]=[CH:24][CH:23]=[CH:22][CH:21]=3)[CH:17]=O)=[N:15][C:8]=2[NH:7]1.Cl.[OH-].[Na+]. (4) The reactants are: [OH:1][C:2]1[CH:3]=[C:4]([C:8]2[N:12]3[CH:13]=[CH:14][CH:15]=[C:16]([C:17]#[N:18])[C:11]3=[N:10][C:9]=2[CH:19]([CH3:21])[CH3:20])[CH:5]=[CH:6][CH:7]=1.Br[C:23]1[CH:28]=[CH:27][CH:26]=[C:25]([S:29]([CH2:32][CH3:33])(=[O:31])=[O:30])[CH:24]=1. Given the product [CH2:32]([S:29]([C:25]1[CH:24]=[C:23]([CH:28]=[CH:27][CH:26]=1)[O:1][C:2]1[CH:3]=[C:4]([C:8]2[N:12]3[CH:13]=[CH:14][CH:15]=[C:16]([C:17]#[N:18])[C:11]3=[N:10][C:9]=2[CH:19]([CH3:21])[CH3:20])[CH:5]=[CH:6][CH:7]=1)(=[O:30])=[O:31])[CH3:33], predict the reactants needed to synthesize it. (5) Given the product [CH3:1][S:2]([C:5]1[CH:6]=[CH:7][C:8]([CH2:9][NH:10][C:11]([C:13]2[C:18](=[O:19])[N:17]([C:20]3[CH:25]=[CH:24][CH:23]=[C:22]([C:26]([F:27])([F:28])[F:29])[CH:21]=3)[C:16]([CH3:30])=[C:15]([C:31]([N:57]=[N+:58]=[N-:59])=[O:33])[CH:14]=2)=[O:12])=[CH:34][CH:35]=1)(=[O:4])=[O:3], predict the reactants needed to synthesize it. The reactants are: [CH3:1][S:2]([C:5]1[CH:35]=[CH:34][C:8]([CH2:9][NH:10][C:11]([C:13]2[C:18](=[O:19])[N:17]([C:20]3[CH:25]=[CH:24][CH:23]=[C:22]([C:26]([F:29])([F:28])[F:27])[CH:21]=3)[C:16]([CH3:30])=[C:15]([C:31]([OH:33])=O)[CH:14]=2)=[O:12])=[CH:7][CH:6]=1)(=[O:4])=[O:3].C(N(CC)CC)C.C1(P([N:57]=[N+:58]=[N-:59])(C2C=CC=CC=2)=O)C=CC=CC=1. (6) Given the product [CH2:22]([N:8]1[C:9]2[C:5](=[CH:4][C:3]([O:2][CH3:1])=[CH:11][C:10]=2[CH3:12])[C:6]([CH:13]2[CH2:14][CH2:15][N:16]([CH3:19])[CH2:17][CH2:18]2)=[CH:7]1)[CH3:23], predict the reactants needed to synthesize it. The reactants are: [CH3:1][O:2][C:3]1[CH:4]=[C:5]2[C:9](=[C:10]([CH3:12])[CH:11]=1)[NH:8][CH:7]=[C:6]2[CH:13]1[CH2:18][CH2:17][N:16]([CH3:19])[CH2:15][CH2:14]1.[H-].[K+].[CH2:22]1OCCOCCOCCOCCOCCO[CH2:23]1.ICC.